From a dataset of Forward reaction prediction with 1.9M reactions from USPTO patents (1976-2016). Predict the product of the given reaction. (1) Given the reactants [NH:1]1[C:9]2[C:4](=[CH:5][CH:6]=[CH:7][CH:8]=2)[CH2:3][C:2]1=[O:10].[CH3:11][N:12]([CH3:27])[CH2:13][CH2:14][N:15]([CH3:26])[C:16]1[CH:23]=[CH:22][C:21]([O:24][CH3:25])=[CH:20][C:17]=1[CH:18]=O, predict the reaction product. The product is: [CH3:27][N:12]([CH3:11])[CH2:13][CH2:14][N:15]([CH3:26])[C:16]1[CH:23]=[CH:22][C:21]([O:24][CH3:25])=[CH:20][C:17]=1[CH:18]=[C:3]1[C:4]2[C:9](=[CH:8][CH:7]=[CH:6][CH:5]=2)[NH:1][C:2]1=[O:10]. (2) Given the reactants [CH3:1][C:2]1[C:7]([CH:8]([CH2:13][CH2:14][CH3:15])[C:9]([O:11]C)=[O:10])=[C:6]([C:16]2[CH:21]=[CH:20][C:19]([CH3:22])=[CH:18][CH:17]=2)[N:5]=[C:4]([NH:23][CH2:24][C:25]([CH3:28])([CH3:27])[CH3:26])[N:3]=1.[OH-].[Na+], predict the reaction product. The product is: [CH3:1][C:2]1[C:7]([CH:8]([CH2:13][CH2:14][CH3:15])[C:9]([OH:11])=[O:10])=[C:6]([C:16]2[CH:21]=[CH:20][C:19]([CH3:22])=[CH:18][CH:17]=2)[N:5]=[C:4]([NH:23][CH2:24][C:25]([CH3:26])([CH3:28])[CH3:27])[N:3]=1. (3) Given the reactants [CH2:1]([C:4]1[NH:5][C:6]2[C:11]([CH:12]=1)=[CH:10][CH:9]=[CH:8][CH:7]=2)[CH2:2][CH3:3].[F:13][C:14]1[CH:15]=[CH:16][C:17]2=[C:18]([CH:34]=1)[O:19][CH2:20][C:21]1[CH:31]=[C:30]([CH:32]=O)[CH:29]=[CH:28][C:22]=1/[C:23]/2=[C:24](/[CH3:27])\[C:25]#[N:26], predict the reaction product. The product is: [F:13][C:14]1[CH:15]=[CH:16][C:17]2=[C:18]([CH:34]=1)[O:19][CH2:20][C:21]1[CH:31]=[C:30]([CH2:32][C:12]3[C:11]4[C:6](=[CH:7][CH:8]=[CH:9][CH:10]=4)[NH:5][C:4]=3[CH2:1][CH2:2][CH3:3])[CH:29]=[CH:28][C:22]=1/[C:23]/2=[C:24](/[CH3:27])\[C:25]#[N:26]. (4) Given the reactants Cl[CH2:2][C:3]([N:5]([CH2:13][CH:14]=O)[CH2:6][C:7]1[CH:12]=[CH:11][CH:10]=[CH:9][CH:8]=1)=[O:4].[Cl:16][C:17]1[CH:18]=[CH:19][C:20]([O:31][CH2:32][C:33]2[CH:38]=[CH:37][CH:36]=[CH:35][CH:34]=2)=[C:21]([CH2:23][N:24]2[C:28]([CH3:29])=[CH:27][C:26]([NH2:30])=[N:25]2)[CH:22]=1.C(O[BH-](OC(=O)C)OC(=O)C)(=O)C.[Na+].Cl.C(N(CC)CC)C, predict the reaction product. The product is: [Cl:16][C:17]1[CH:18]=[CH:19][C:20]([O:31][CH2:32][C:33]2[CH:34]=[CH:35][CH:36]=[CH:37][CH:38]=2)=[C:21]([CH2:23][N:24]2[C:28]([CH3:29])=[CH:27][C:26]([N:30]3[CH2:14][CH2:13][N:5]([CH2:6][C:7]4[CH:8]=[CH:9][CH:10]=[CH:11][CH:12]=4)[C:3](=[O:4])[CH2:2]3)=[N:25]2)[CH:22]=1. (5) Given the reactants [CH3:1][C:2]([CH3:14])([CH3:13])[C:3]([NH:5][C:6]1[CH:11]=[CH:10][CH:9]=[CH:8][C:7]=1[CH3:12])=O.[Li]CCCC.[NH4+].[Cl-], predict the reaction product. The product is: [C:2]([C:3]1[NH:5][C:6]2[C:7]([CH:12]=1)=[CH:8][CH:9]=[CH:10][CH:11]=2)([CH3:14])([CH3:13])[CH3:1].